Dataset: NCI-60 drug combinations with 297,098 pairs across 59 cell lines. Task: Regression. Given two drug SMILES strings and cell line genomic features, predict the synergy score measuring deviation from expected non-interaction effect. Cell line: DU-145. Drug 1: CC(C)(C#N)C1=CC(=CC(=C1)CN2C=NC=N2)C(C)(C)C#N. Drug 2: CC12CCC3C(C1CCC2OP(=O)(O)O)CCC4=C3C=CC(=C4)OC(=O)N(CCCl)CCCl.[Na+]. Synergy scores: CSS=10.7, Synergy_ZIP=2.39, Synergy_Bliss=5.47, Synergy_Loewe=1.41, Synergy_HSA=1.41.